Predict the product of the given reaction. From a dataset of Forward reaction prediction with 1.9M reactions from USPTO patents (1976-2016). Given the reactants Cl.[CH2:2]([O:8][C:9]1[CH:14]=[CH:13][C:12]2[C:15]3([CH2:21][O:22][C:11]=2[CH:10]=1)[CH2:20][CH2:19][NH:18][CH2:17][CH2:16]3)[CH2:3][CH2:4][CH2:5][CH2:6][CH3:7].[C:23]([O:27][C:28](=[O:33])[CH2:29][CH2:30][CH2:31]Br)([CH3:26])([CH3:25])[CH3:24].[C:34]([O-])([O-])=O.[K+].[K+], predict the reaction product. The product is: [CH2:2]([O:8][C:9]1[CH:14]=[CH:13][C:12]2[C:15]3([CH2:21][O:22][C:11]=2[CH:10]=1)[CH2:16][CH2:17][N:18]([CH2:31][CH2:30][CH2:29][C:28]([O:27][C:23]([CH3:26])([CH3:25])[CH3:24])=[O:33])[CH2:19][CH2:20]3)[CH2:3][CH2:4][CH2:5][CH2:6][CH2:7][CH3:34].